This data is from NCI-60 drug combinations with 297,098 pairs across 59 cell lines. The task is: Regression. Given two drug SMILES strings and cell line genomic features, predict the synergy score measuring deviation from expected non-interaction effect. (1) Drug 1: C1=C(C(=O)NC(=O)N1)N(CCCl)CCCl. Drug 2: CC1=C(C=C(C=C1)C(=O)NC2=CC(=CC(=C2)C(F)(F)F)N3C=C(N=C3)C)NC4=NC=CC(=N4)C5=CN=CC=C5. Cell line: DU-145. Synergy scores: CSS=37.7, Synergy_ZIP=10.0, Synergy_Bliss=9.05, Synergy_Loewe=2.92, Synergy_HSA=3.65. (2) Drug 1: C1=CC(=C2C(=C1NCCNCCO)C(=O)C3=C(C=CC(=C3C2=O)O)O)NCCNCCO. Drug 2: CCN(CC)CCNC(=O)C1=C(NC(=C1C)C=C2C3=C(C=CC(=C3)F)NC2=O)C. Cell line: MCF7. Synergy scores: CSS=32.1, Synergy_ZIP=2.95, Synergy_Bliss=1.82, Synergy_Loewe=-13.4, Synergy_HSA=1.79.